The task is: Predict the product of the given reaction.. This data is from Forward reaction prediction with 1.9M reactions from USPTO patents (1976-2016). (1) Given the reactants C1(NC2C(C)=NC3C(N=2)=C(C2NC4[C@H]([C@H](O)C)NC(=O)C=4C=2)C(F)=CC=3)CC1.Br[CH2:30][C:31]([C:33]1[C:42]([F:43])=[CH:41][CH:40]=[C:39]2[C:34]=1[N:35]=[C:36]([NH:45][CH:46]1[CH2:48][CH2:47]1)[C:37]([CH3:44])=[N:38]2)=[O:32].[C:49]([O:53][C:54]([NH:56][C@H:57]([C@@H:66]([O:68][Si:69]([C:72]([CH3:75])([CH3:74])[CH3:73])([CH3:71])[CH3:70])[CH3:67])[C:58](=[O:65])[CH2:59][C:60]([O:62][CH2:63][CH3:64])=[O:61])=[O:55])([CH3:52])([CH3:51])[CH3:50].C([O-])([O-])=O.[K+].[K+], predict the reaction product. The product is: [C:49]([O:53][C:54]([NH:56][C@H:57]([C@@H:66]([O:68][Si:69]([C:72]([CH3:74])([CH3:73])[CH3:75])([CH3:70])[CH3:71])[CH3:67])[C:58](=[O:65])[CH:59]([CH2:30][C:31]([C:33]1[C:42]([F:43])=[CH:41][CH:40]=[C:39]2[C:34]=1[N:35]=[C:36]([NH:45][CH:46]1[CH2:48][CH2:47]1)[C:37]([CH3:44])=[N:38]2)=[O:32])[C:60]([O:62][CH2:63][CH3:64])=[O:61])=[O:55])([CH3:52])([CH3:50])[CH3:51]. (2) Given the reactants [OH:1][CH:2]([CH2:8][C:9]([O:11][CH3:12])=[O:10])[CH2:3][C:4]([O:6][CH3:7])=[O:5].CNC1(NC)C=CN=CC1.[CH2:23]([O:30][C:31](Cl)=[O:32])[C:24]1[CH:29]=[CH:28][CH:27]=[CH:26][CH:25]=1, predict the reaction product. The product is: [CH3:12][O:11][C:9](=[O:10])[CH2:8][CH:2]([O:1][C:31]([O:30][CH2:23][C:24]1[CH:29]=[CH:28][CH:27]=[CH:26][CH:25]=1)=[O:32])[CH2:3][C:4]([O:6][CH3:7])=[O:5]. (3) Given the reactants [CH:1]([N:14]1[CH2:19][CH2:18][N:17]([CH2:20][CH:21]2[O:25][C:24](=[O:26])[N:23]([CH2:27]C3C=CC(F)=CC=3)[CH2:22]2)[CH2:16][CH2:15]1)([C:8]1[CH:13]=[CH:12][CH:11]=[CH:10][CH:9]=1)[C:2]1[CH:7]=[CH:6][CH:5]=[CH:4][CH:3]=1.CC1C=CC(S(OCC2OC(=O)N(C[CH2:54][C:55]3[CH:60]=[CH:59][C:58]([F:61])=[CH:57][CH:56]=3)C2)(=O)=O)=CC=1.COS(C1C=CC(C)=CC=1)(=O)=O, predict the reaction product. The product is: [CH:1]([N:14]1[CH2:15][CH2:16][N:17]([CH2:20][CH:21]2[O:25][C:24](=[O:26])[N:23]([CH2:27][CH2:54][C:55]3[CH:60]=[CH:59][C:58]([F:61])=[CH:57][CH:56]=3)[CH2:22]2)[CH2:18][CH2:19]1)([C:2]1[CH:7]=[CH:6][CH:5]=[CH:4][CH:3]=1)[C:8]1[CH:13]=[CH:12][CH:11]=[CH:10][CH:9]=1. (4) The product is: [C:1]([C:3]1[CH:8]=[CH:7][C:6]([NH:9][CH:10]([C:16]2[CH:17]=[C:18]([O:24][CH3:25])[CH:19]=[C:20]([CH2:22][CH3:23])[CH:21]=2)[C:11]([O:13][CH2:14][CH3:15])=[O:12])=[CH:5][CH:4]=1)#[N:2]. Given the reactants [C:1]([C:3]1[CH:8]=[CH:7][C:6]([NH:9][CH:10]([C:16]2[CH:21]=[C:20]([CH:22]=[CH2:23])[CH:19]=[C:18]([O:24][CH3:25])[CH:17]=2)[C:11]([O:13][CH2:14][CH3:15])=[O:12])=[CH:5][CH:4]=1)#[N:2], predict the reaction product. (5) The product is: [I:1][C:2]1[CH:3]=[C:4]([CH:8]=[CH:9][CH:10]=1)[C:5]([N:12]1[CH2:13][C:14]2[C:19](=[CH:18][CH:17]=[CH:16][CH:15]=2)[CH2:11]1)=[O:7]. Given the reactants [I:1][C:2]1[CH:3]=[C:4]([CH:8]=[CH:9][CH:10]=1)[C:5]([OH:7])=O.[CH2:11]1[C:19]2[C:14](=[CH:15][CH:16]=[CH:17][CH:18]=2)[CH2:13][NH:12]1.C(N(CC)CC)C.C1C=CC2N(O)N=NC=2C=1.C(Cl)CCl, predict the reaction product. (6) Given the reactants [I:1][C:2]1[CH:10]=[CH:9][C:5]([C:6](O)=[O:7])=[CH:4][CH:3]=1.S(Cl)([Cl:13])=O, predict the reaction product. The product is: [I:1][C:2]1[CH:10]=[CH:9][C:5]([C:6]([Cl:13])=[O:7])=[CH:4][CH:3]=1. (7) Given the reactants [F:1][C:2]1[CH:7]=[CH:6][C:5]([CH:8]2[C:16]3[C:11](=[CH:12][C:13]([C:17](O)=[O:18])=[CH:14][CH:15]=3)[C:10](=[O:20])[O:9]2)=[CH:4][CH:3]=1.[NH3:21], predict the reaction product. The product is: [F:1][C:2]1[CH:7]=[CH:6][C:5]([CH:8]2[C:16]3[C:11](=[CH:12][C:13]([C:17]([NH2:21])=[O:18])=[CH:14][CH:15]=3)[C:10](=[O:20])[O:9]2)=[CH:4][CH:3]=1. (8) Given the reactants C(C1C=C(NC(=O)CCCC2C=CC([B:25]([OH:27])[OH:26])=CC=2)C=CC=1S(CC)(=O)=O)#N.[C:29]([O:33][C:34]([NH:36][CH2:37][C:38]1[CH:39]=[C:40]([NH:44][C:45]([O:47][CH2:48][CH2:49][C:50]2[CH:55]=[CH:54][C:53](Br)=[CH:52][C:51]=2[Cl:57])=[O:46])[CH:41]=[CH:42][CH:43]=1)=[O:35])([CH3:32])([CH3:31])[CH3:30], predict the reaction product. The product is: [C:29]([O:33][C:34]([NH:36][CH2:37][C:38]1[CH:39]=[C:40]([NH:44][C:45]([O:47][CH2:48][CH2:49][C:50]2[CH:55]=[CH:54][C:53]([B:25]([OH:27])[OH:26])=[CH:52][C:51]=2[Cl:57])=[O:46])[CH:41]=[CH:42][CH:43]=1)=[O:35])([CH3:32])([CH3:31])[CH3:30].